Dataset: Catalyst prediction with 721,799 reactions and 888 catalyst types from USPTO. Task: Predict which catalyst facilitates the given reaction. (1) Reactant: [Cl:1][C:2]1[CH:3]=[C:4]([CH:28]=[CH:29][C:30]=1[Cl:31])[CH2:5][N:6]([O:18][CH2:19][CH2:20][CH2:21][N:22]1[CH2:27][CH2:26][O:25][CH2:24][CH2:23]1)[C:7](=[O:17])[CH:8]=[C:9]1[C:13](=[O:14])OC(C)(C)[O:10]1.[CH2:32]=O.[NH2:34][CH2:35][CH2:36][N:37]1[CH2:42][CH2:41][O:40][CH2:39][CH2:38]1. Product: [Cl:1][C:2]1[CH:3]=[C:4]([CH:28]=[CH:29][C:30]=1[Cl:31])[CH2:5][N:6]([O:18][CH2:19][CH2:20][CH2:21][N:22]1[CH2:27][CH2:26][O:25][CH2:24][CH2:23]1)[C:7]([C:8]1[CH2:32][N:34]([CH2:35][CH2:36][N:37]2[CH2:42][CH2:41][O:40][CH2:39][CH2:38]2)[C:13](=[O:14])[C:9]=1[OH:10])=[O:17]. The catalyst class is: 5. (2) Reactant: [CH:1]1([S:4]([C:8]2[CH:38]=[CH:37][C:11]([CH2:12][NH:13][C:14]([C:16]3[C:21](=[O:22])[C:20]([C:23]4[CH:28]=[CH:27][CH:26]=[C:25]([C:29]([F:32])([F:31])[F:30])[CH:24]=4)=[C:19]([CH3:33])[N:18]([CH:34]([CH3:36])[CH3:35])[CH:17]=3)=[O:15])=[CH:10][CH:9]=2)=[N:5][C:6]#[N:7])[CH2:3][CH2:2]1.ClC1C=C(C=CC=1)C(OO)=[O:44].C(=O)([O-])[O-].[K+].[K+].S([O-])([O-])(=O)=S.[Na+].[Na+]. Product: [CH:1]1([S:4]([C:8]2[CH:38]=[CH:37][C:11]([CH2:12][NH:13][C:14]([C:16]3[C:21](=[O:22])[C:20]([C:23]4[CH:28]=[CH:27][CH:26]=[C:25]([C:29]([F:32])([F:31])[F:30])[CH:24]=4)=[C:19]([CH3:33])[N:18]([CH:34]([CH3:36])[CH3:35])[CH:17]=3)=[O:15])=[CH:10][CH:9]=2)(=[N:5][C:6]#[N:7])=[O:44])[CH2:3][CH2:2]1. The catalyst class is: 8. (3) Reactant: [Cl:1][C:2]1[CH:3]=[CH:4][C:5]2[N:10]=C(C)O[C:7](=[O:12])[C:6]=2[CH:13]=1.[CH3:14][O:15][C:16]1[CH:21]=[CH:20][CH:19]=[CH:18][C:17]=1[Mg]Br.Cl. Product: [NH2:10][C:5]1[CH:4]=[CH:3][C:2]([Cl:1])=[CH:13][C:6]=1[C:7]([C:17]1[CH:18]=[CH:19][CH:20]=[CH:21][C:16]=1[O:15][CH3:14])=[O:12]. The catalyst class is: 7. (4) Reactant: [C:1]([Si:5]([O:8][C:9]1[CH:14]=[CH:13][C:12]([F:15])=[C:11]([CH3:16])[CH:10]=1)([CH3:7])[CH3:6])([CH3:4])([CH3:3])[CH3:2].[Br:17]N1C(=O)CCC1=O. Product: [Br:17][CH2:16][C:11]1[CH:10]=[C:9]([CH:14]=[CH:13][C:12]=1[F:15])[O:8][Si:5]([C:1]([CH3:4])([CH3:3])[CH3:2])([CH3:7])[CH3:6]. The catalyst class is: 340. (5) Reactant: [Cl:1][C:2]1[C:11]([CH2:12][OH:13])=[C:10]([CH2:14]Cl)[C:9]2[C:4](=[CH:5][C:6]([Cl:17])=[C:7]([CH3:16])[CH:8]=2)[N:3]=1.[CH3:18][CH:19]1[CH2:24][CH2:23][NH:22][CH2:21][CH2:20]1.O.ClC(Cl)C. Product: [Cl:1][C:2]1[C:11]([CH2:12][OH:13])=[C:10]([CH2:14][N:22]2[CH2:23][CH2:24][CH:19]([CH3:18])[CH2:20][CH2:21]2)[C:9]2[C:4](=[CH:5][C:6]([Cl:17])=[C:7]([CH3:16])[CH:8]=2)[N:3]=1. The catalyst class is: 1. (6) Reactant: [CH2:1]1[C:9]2[C:4](=[CH:5][C:6]([CH2:10][C:11]([NH:13][CH:14]([B:27]3[O:35][CH:34]4[C:29]([CH3:39])([CH:30]5[CH2:36][CH:32]([CH2:33]4)[C:31]5([CH3:38])[CH3:37])[O:28]3)[CH2:15][C:16]3[C:17]([O:25][CH3:26])=[C:18]([CH:22]=[CH:23][CH:24]=3)[C:19]([OH:21])=[O:20])=[O:12])=[CH:7][CH:8]=2)[CH2:3][NH:2]1.[C:40]([NH:47][CH2:48][CH:49]=O)([O:42][C:43]([CH3:46])([CH3:45])[CH3:44])=[O:41]. Product: [C:43]([O:42][C:40]([NH:47][CH2:48][CH2:49][N:2]1[CH2:3][C:4]2[C:9](=[CH:8][CH:7]=[C:6]([CH2:10][C:11]([NH:13][CH:14]([B:27]3[O:35][CH:34]4[C:29]([CH3:39])([CH:30]5[CH2:36][CH:32]([CH2:33]4)[C:31]5([CH3:38])[CH3:37])[O:28]3)[CH2:15][C:16]3[C:17]([O:25][CH3:26])=[C:18]([CH:22]=[CH:23][CH:24]=3)[C:19]([OH:21])=[O:20])=[O:12])[CH:5]=2)[CH2:1]1)=[O:41])([CH3:46])([CH3:45])[CH3:44]. The catalyst class is: 5. (7) Reactant: [CH3:1][C:2]([N:8]1[Si:12]([CH3:14])([CH3:13])[CH2:11][CH2:10][Si:9]1([CH3:16])[CH3:15])([CH3:7])[C:3]#[C:4][CH2:5][OH:6].[K].[CH3:18][Si]([NH-])(C)C.CI. Product: [CH3:18][O:6][CH2:5][C:4]#[C:3][C:2]([N:8]1[Si:9]([CH3:16])([CH3:15])[CH2:10][CH2:11][Si:12]1([CH3:13])[CH3:14])([CH3:1])[CH3:7]. The catalyst class is: 30.